From a dataset of Forward reaction prediction with 1.9M reactions from USPTO patents (1976-2016). Predict the product of the given reaction. Given the reactants [C:1]([C:4]1[CH:5]=[C:6]([C:11]2[N:16]=[C:15]([C:17]([O:19][CH3:20])=[O:18])[C:14]([Cl:21])=[CH:13][CH:12]=2)[CH:7]=[CH:8][C:9]=1[Cl:10])([OH:3])=O.[NH2:22][CH2:23][C:24]1([OH:31])[CH2:30][CH2:29][CH2:28][CH2:27][CH2:26][CH2:25]1, predict the reaction product. The product is: [Cl:21][C:14]1[C:15]([C:17]([O:19][CH3:20])=[O:18])=[N:16][C:11]([C:6]2[CH:7]=[CH:8][C:9]([Cl:10])=[C:4]([C:1]([NH:22][CH2:23][C:24]3([OH:31])[CH2:30][CH2:29][CH2:28][CH2:27][CH2:26][CH2:25]3)=[O:3])[CH:5]=2)=[CH:12][CH:13]=1.